From a dataset of Catalyst prediction with 721,799 reactions and 888 catalyst types from USPTO. Predict which catalyst facilitates the given reaction. (1) Reactant: [Cl:1][C:2]1[CH:3]=[C:4]([CH2:9][C:10]#[N:11])[CH:5]=[CH:6][C:7]=1[F:8].Br[CH2:13][CH2:14]Br.[OH-].[Na+]. Product: [Cl:1][C:2]1[CH:3]=[C:4]([C:9]2([C:10]#[N:11])[CH2:14][CH2:13]2)[CH:5]=[CH:6][C:7]=1[F:8]. The catalyst class is: 786. (2) Reactant: Cl.[Cl:2][C:3]1[CH:28]=[CH:27][C:6]2[N:7]3[C:11]([CH2:12][NH:13][CH2:14][C:5]=2[CH:4]=1)=[N:10][N:9]=[C:8]3[C@H:15]1[CH2:20][CH2:19][C@H:18]([C:21]2[N:25]=[C:24]([CH3:26])[O:23][N:22]=2)[CH2:17][CH2:16]1.C(N(CC)CC)C.[C:36](Cl)(=[O:38])[CH3:37]. Product: [Cl:2][C:3]1[CH:28]=[CH:27][C:6]2[N:7]3[C:11]([CH2:12][N:13]([C:36](=[O:38])[CH3:37])[CH2:14][C:5]=2[CH:4]=1)=[N:10][N:9]=[C:8]3[C@H:15]1[CH2:20][CH2:19][C@H:18]([C:21]2[N:25]=[C:24]([CH3:26])[O:23][N:22]=2)[CH2:17][CH2:16]1. The catalyst class is: 4.